From a dataset of Full USPTO retrosynthesis dataset with 1.9M reactions from patents (1976-2016). Predict the reactants needed to synthesize the given product. (1) Given the product [O:4]1[C:8]2[CH:9]=[CH:10][CH:11]=[C:12]([N:13]3[CH2:18][CH2:17][N:16]([CH2:19][CH2:20][C@H:21]4[CH2:26][CH2:25][C@H:24]([NH:27][C:36]([C:30]5([O:29][CH3:28])[CH2:35][CH2:34][CH2:33][CH2:32][CH2:31]5)=[O:37])[CH2:23][CH2:22]4)[CH2:15][CH2:14]3)[C:7]=2[O:6][CH2:5]1, predict the reactants needed to synthesize it. The reactants are: Cl.Cl.Cl.[O:4]1[C:8]2[CH:9]=[CH:10][CH:11]=[C:12]([N:13]3[CH2:18][CH2:17][N:16]([CH2:19][CH2:20][C@H:21]4[CH2:26][CH2:25][C@H:24]([NH2:27])[CH2:23][CH2:22]4)[CH2:15][CH2:14]3)[C:7]=2[O:6][CH2:5]1.[CH3:28][O:29][C:30]1([C:36](O)=[O:37])[CH2:35][CH2:34][CH2:33][CH2:32][CH2:31]1. (2) Given the product [ClH:65].[NH2:8][CH2:9][C@H:10]1[CH2:15][CH2:14][C@H:13]([C:16]([NH:18][C@H:19]([C:50]([NH:52][C:53]2[CH:58]=[CH:57][C:56]([C:59]3[NH:60][C:61]([CH3:64])=[N:62][N:63]=3)=[CH:55][CH:54]=2)=[O:51])[CH2:20][C:21]2[CH:22]=[CH:23][C:24]([C:27]3[CH:32]=[CH:31][C:30]([C:33]([NH:35][CH:36]4[CH2:41][CH2:40][NH:39][CH2:38][CH2:37]4)=[O:34])=[CH:29][C:28]=3[CH3:49])=[CH:25][CH:26]=2)=[O:17])[CH2:12][CH2:11]1, predict the reactants needed to synthesize it. The reactants are: C(OC([NH:8][CH2:9][C@H:10]1[CH2:15][CH2:14][C@H:13]([C:16]([NH:18][C@H:19]([C:50]([NH:52][C:53]2[CH:58]=[CH:57][C:56]([C:59]3[NH:60][C:61]([CH3:64])=[N:62][N:63]=3)=[CH:55][CH:54]=2)=[O:51])[CH2:20][C:21]2[CH:26]=[CH:25][C:24]([C:27]3[CH:32]=[CH:31][C:30]([C:33]([NH:35][CH:36]4[CH2:41][CH2:40][N:39](C(OC(C)(C)C)=O)[CH2:38][CH2:37]4)=[O:34])=[CH:29][C:28]=3[CH3:49])=[CH:23][CH:22]=2)=[O:17])[CH2:12][CH2:11]1)=O)(C)(C)C.[ClH:65]. (3) Given the product [OH:31][C:32]1[CH:36]=[C:35]([CH2:37][CH2:38][C:39]([N:1]2[CH2:6][CH2:5][CH:4]([C:7]3[CH:8]=[CH:9][C:10]([NH:13][C:14]([C:16]4[N:17]=[C:18]([C:25]5[CH:30]=[CH:29][CH:28]=[CH:27][CH:26]=5)[O:19][C:20]=4[C:21]([F:22])([F:23])[F:24])=[O:15])=[CH:11][CH:12]=3)[CH2:3][CH2:2]2)=[O:40])[O:34][N:33]=1, predict the reactants needed to synthesize it. The reactants are: [NH:1]1[CH2:6][CH2:5][CH:4]([C:7]2[CH:12]=[CH:11][C:10]([NH:13][C:14]([C:16]3[N:17]=[C:18]([C:25]4[CH:30]=[CH:29][CH:28]=[CH:27][CH:26]=4)[O:19][C:20]=3[C:21]([F:24])([F:23])[F:22])=[O:15])=[CH:9][CH:8]=2)[CH2:3][CH2:2]1.[OH:31][C:32]1[CH:36]=[C:35]([CH2:37][CH2:38][C:39](O)=[O:40])[O:34][N:33]=1.C(N(CC)CC)C.F[P-](F)(F)(F)(F)F.N1(O[P+](N(C)C)(N(C)C)N(C)C)C2C=CC=CC=2N=N1. (4) Given the product [CH3:13][CH:14]([CH3:19])[CH2:15][B:16]1[O:17][C@@H:3]2[CH2:4][C@@H:5]3[CH2:9][C@H:1]([C@:2]2([CH3:10])[O:11]1)[C:6]3([CH3:8])[CH3:7], predict the reactants needed to synthesize it. The reactants are: [C:1]12(O)[CH2:9][CH:5]([C:6]1([CH3:8])[CH3:7])[CH2:4][CH2:3][C:2]2([OH:11])[CH3:10].[CH3:13][CH:14]([CH3:19])[CH2:15][B:16](O)[OH:17].